The task is: Regression. Given a peptide amino acid sequence and an MHC pseudo amino acid sequence, predict their binding affinity value. This is MHC class I binding data.. This data is from Peptide-MHC class I binding affinity with 185,985 pairs from IEDB/IMGT. The peptide sequence is SHDLAPQFL. The MHC is HLA-A02:03 with pseudo-sequence HLA-A02:03. The binding affinity (normalized) is 0.0847.